From a dataset of Full USPTO retrosynthesis dataset with 1.9M reactions from patents (1976-2016). Predict the reactants needed to synthesize the given product. (1) Given the product [CH3:36][O:35][CH2:34][CH2:33][N:6]([C:2]([CH3:1])([C:4]#[CH:5])[CH3:3])[S:7]([C:10]1[CH:15]=[CH:14][C:13]([C:16]2[CH:17]=[CH:18][C:19]([C:22]([F:25])([F:24])[F:23])=[CH:20][CH:21]=2)=[CH:12][CH:11]=1)(=[O:8])=[O:9], predict the reactants needed to synthesize it. The reactants are: [CH3:1][C:2]([NH:6][S:7]([C:10]1[CH:15]=[CH:14][C:13]([C:16]2[CH:21]=[CH:20][C:19]([C:22]([F:25])([F:24])[F:23])=[CH:18][CH:17]=2)=[CH:12][CH:11]=1)(=[O:9])=[O:8])([C:4]#[CH:5])[CH3:3].C(=O)([O-])[O-].[K+].[K+].Br[CH2:33][CH2:34][O:35][CH3:36]. (2) Given the product [F:1][C:2]1[CH:3]=[C:4]([C@@:15]([C:24]2[CH:29]=[CH:28][C:27]([F:30])=[CH:26][CH:25]=2)([NH2:23])[CH2:16][C:17]2[CH:22]=[CH:21][CH:20]=[CH:19][CH:18]=2)[CH:5]=[C:6]([O:8][C:9]([F:14])([F:13])[CH:10]([F:12])[F:11])[CH:7]=1.[F:1][C:2]1[CH:3]=[C:4]([C@:15]([NH:23][C:75]([C:72]2[CH2:71][CH:70]([C:64]([OH:69])([C:63]([F:79])([F:78])[F:62])[C:65]([F:66])([F:67])[F:68])[O:74][N:73]=2)=[O:76])([C:24]2[CH:29]=[CH:28][C:27]([F:30])=[CH:26][CH:25]=2)[CH2:16][C:17]2[CH:22]=[CH:21][CH:20]=[CH:19][CH:18]=2)[CH:5]=[C:6]([O:8][C:9]([F:14])([F:13])[CH:10]([F:12])[F:11])[CH:7]=1, predict the reactants needed to synthesize it. The reactants are: [F:1][C:2]1[CH:3]=[C:4]([C@@:15]([C:24]2[CH:29]=[CH:28][C:27]([F:30])=[CH:26][CH:25]=2)([NH2:23])[CH2:16][C:17]2[CH:22]=[CH:21][CH:20]=[CH:19][CH:18]=2)[CH:5]=[C:6]([O:8][C:9]([F:14])([F:13])[CH:10]([F:12])[F:11])[CH:7]=1.CN1CCOCC1.C1CN([P+](Br)(N2CCCC2)N2CCCC2)CC1.F[P-](F)(F)(F)(F)F.[F:62][C:63]([F:79])([F:78])[C:64]([CH:70]1[O:74][N:73]=[C:72]([C:75](O)=[O:76])[CH2:71]1)([OH:69])[C:65]([F:68])([F:67])[F:66].